From a dataset of Reaction yield outcomes from USPTO patents with 853,638 reactions. Predict the reaction yield, written as a fraction of the theoretical maximum amount of product (1.0 means a 100% yield; for example, 0.34 means a 34% yield). (1) The reactants are [N+:1]([C:4]1[CH:5]=[C:6]([OH:10])[CH:7]=[CH:8][CH:9]=1)([O-:3])=[O:2].C1CCN2C(=NCCC2)CC1.Br[C:23]([F:30])([F:29])[C:24]([O:26][CH2:27][CH3:28])=[O:25].O1CCCC1. The catalyst is O. The product is [F:29][C:23]([F:30])([O:10][C:6]1[CH:7]=[CH:8][CH:9]=[C:4]([N+:1]([O-:3])=[O:2])[CH:5]=1)[C:24]([O:26][CH2:27][CH3:28])=[O:25]. The yield is 0.640. (2) The reactants are [C:1]1([NH:7][C:8]2[C:16]3[CH:15]=[CH:14][C:13](=[O:17])[N:12]([C:18]4[CH:23]=[CH:22][CH:21]=[CH:20][CH:19]=4)[C:11]=3[S:10][C:9]=2[C:24](OCC)=[O:25])[CH:6]=[CH:5][CH:4]=[CH:3][CH:2]=1.[NH2:29][C:30]([CH3:34])([CH3:33])[CH2:31][OH:32]. No catalyst specified. The product is [NH:7]([C:8]1[C:16]2[CH:15]=[CH:14][C:13](=[O:17])[N:12]([C:18]3[CH:19]=[CH:20][CH:21]=[CH:22][CH:23]=3)[C:11]=2[S:10][C:9]=1[C:24]([NH:29][C:30]([CH3:34])([CH3:33])[CH2:31][OH:32])=[O:25])[C:1]1[CH:2]=[CH:3][CH:4]=[CH:5][CH:6]=1. The yield is 0.160. (3) The reactants are [NH:1]1[CH:5]=[CH:4][N:3]=[C:2]1[C:6]([OH:8])=O.Cl.[C:10]([O:14][C:15](=[O:19])[C@H:16]([CH3:18])[NH2:17])([CH3:13])([CH3:12])[CH3:11].C(N(C(C)C)CC)(C)C.C1C=CC2N(O)N=NC=2C=1.CCN=C=NCCCN(C)C.Cl. The catalyst is CN(C)C=O. The product is [C:10]([O:14][C:15](=[O:19])[C@@H:16]([NH:17][C:6]([C:2]1[NH:1][CH:5]=[CH:4][N:3]=1)=[O:8])[CH3:18])([CH3:13])([CH3:12])[CH3:11]. The yield is 0.730. (4) The reactants are [CH3:1][O:2][C:3]1[C:8]([O:9][CH3:10])=[C:7]([O:11][CH3:12])[CH:6]=[C:5]([CH3:13])[C:4]=1[CH:14]([C:16]1[C:17]([F:24])=[N:18][CH:19]=[C:20]([CH3:23])[C:21]=1[I:22])[OH:15]. The catalyst is C1(C)C=CC=CC=1.[O-2].[O-2].[Mn+4]. The product is [CH3:1][O:2][C:3]1[C:8]([O:9][CH3:10])=[C:7]([O:11][CH3:12])[CH:6]=[C:5]([CH3:13])[C:4]=1[C:14]([C:16]1[C:17]([F:24])=[N:18][CH:19]=[C:20]([CH3:23])[C:21]=1[I:22])=[O:15]. The yield is 0.650.